Predict the product of the given reaction. From a dataset of Forward reaction prediction with 1.9M reactions from USPTO patents (1976-2016). Given the reactants [CH3:1][C@@H:2]1[N:6]([C:7]([O:9][C:10]([CH3:13])([CH3:12])[CH3:11])=[O:8])[C@H:5]([C:14]([O:16][CH2:17][C:18]([C:20]2[CH:21]=[CH:22][C:23]3[C:32]4[CH:31]=[C:30]5[CH2:33][CH2:34][CH:35](Br)[C:36](=[O:37])[C:29]5=[CH:28][C:27]=4[O:26][CH2:25][C:24]=3[CH:39]=2)=[O:19])=[O:15])[CH2:4][CH2:3]1.[C:40]([O:44][C:45]([N:47]1[CH2:51][C@@H:50](COC)[CH2:49][C@H:48]1[C:55]([OH:57])=[O:56])=[O:46])([CH3:43])([CH3:42])[CH3:41].[C:58]([O-])([O-])=O.[Cs+].[Cs+], predict the reaction product. The product is: [CH3:1][C@@H:2]1[N:6]([C:7]([O:9][C:10]([CH3:13])([CH3:12])[CH3:11])=[O:8])[C@H:5]([C:14]([O:16][CH2:17][C:18]([C:20]2[CH:21]=[CH:22][C:23]3[C:32]4[CH:31]=[C:30]5[CH2:33][CH2:34][CH:35]([O:57][C:55]([C@@H:48]6[CH2:49][CH2:50][C@H:51]([CH3:58])[N:47]6[C:45]([O:44][C:40]([CH3:41])([CH3:42])[CH3:43])=[O:46])=[O:56])[C:36](=[O:37])[C:29]5=[CH:28][C:27]=4[O:26][CH2:25][C:24]=3[CH:39]=2)=[O:19])=[O:15])[CH2:4][CH2:3]1.